This data is from Peptide-MHC class II binding affinity with 134,281 pairs from IEDB. The task is: Regression. Given a peptide amino acid sequence and an MHC pseudo amino acid sequence, predict their binding affinity value. This is MHC class II binding data. (1) The peptide sequence is LPKPPKPVSKMRMATPLLMQALPM. The MHC is DRB1_0802 with pseudo-sequence DRB1_0802. The binding affinity (normalized) is 0.487. (2) The peptide sequence is WELGLSPQQICTNFK. The MHC is DRB3_0101 with pseudo-sequence DRB3_0101. The binding affinity (normalized) is 0.207. (3) The peptide sequence is YDLSYDTGDKALQCG. The MHC is H-2-IAd with pseudo-sequence H-2-IAd. The binding affinity (normalized) is 0.